Task: Predict the product of the given reaction.. Dataset: Forward reaction prediction with 1.9M reactions from USPTO patents (1976-2016) (1) The product is: [C:19]([C:21]1[CH:28]=[CH:27][CH:26]=[CH:25][C:22]=1[CH2:23][N:4]([CH2:3][CH:2]([CH3:18])[CH3:1])[CH:5]1[CH2:6][CH2:7][N:8]([C:11]([O:13][C:14]([CH3:15])([CH3:16])[CH3:17])=[O:12])[CH2:9][CH2:10]1)#[N:20]. Given the reactants [CH3:1][CH:2]([CH3:18])[CH2:3][NH:4][CH:5]1[CH2:10][CH2:9][N:8]([C:11]([O:13][C:14]([CH3:17])([CH3:16])[CH3:15])=[O:12])[CH2:7][CH2:6]1.[C:19]([C:21]1[CH:28]=[CH:27][CH:26]=[CH:25][C:22]=1[CH:23]=O)#[N:20].CO, predict the reaction product. (2) Given the reactants [CH2:1]([N:3]1[C:10](=[O:11])[CH2:9][CH2:8][C@H:4]1[C:5]([OH:7])=O)[CH3:2].ON1C2C=CC=CC=2N=N1.[F:22][C:23]1[C:28]([F:29])=[C:27]([F:30])[CH:26]=[CH:25][C:24]=1[CH2:31][NH2:32].C(N1CCOCC1)C.Cl.CN(C)CCCN=C=NCC, predict the reaction product. The product is: [CH2:1]([N:3]1[C:10](=[O:11])[CH2:9][CH2:8][C@H:4]1[C:5]([NH:32][CH2:31][C:24]1[CH:25]=[CH:26][C:27]([F:30])=[C:28]([F:29])[C:23]=1[F:22])=[O:7])[CH3:2]. (3) Given the reactants CC(C)([O-])C.[K+].Cl[C:8]1[N:13]=[CH:12][N:11]=[C:10]([NH:14][S:15](=[O:25])(=[O:24])[NH:16][CH2:17][C:18]2[CH:23]=[CH:22][CH:21]=[CH:20][CH:19]=2)[C:9]=1[C:26]1[CH:31]=[CH:30][C:29]([Cl:32])=[CH:28][CH:27]=1.C(O)(=O)C[C:35](CC(O)=O)([C:37](O)=[O:38])[OH:36], predict the reaction product. The product is: [OH:36][CH2:35][CH2:37][O:38][C:8]1[N:13]=[CH:12][N:11]=[C:10]([NH:14][S:15](=[O:25])(=[O:24])[NH:16][CH2:17][C:18]2[CH:23]=[CH:22][CH:21]=[CH:20][CH:19]=2)[C:9]=1[C:26]1[CH:31]=[CH:30][C:29]([Cl:32])=[CH:28][CH:27]=1. (4) Given the reactants [NH2:1][C:2]1[S:3][CH:4]=[C:5]([CH2:7][NH:8][C:9]2[C:14]([F:15])=[C:13](Cl)[N:12]=[C:11]([CH3:17])[N:10]=2)[N:6]=1.O.[NH2:19][NH2:20], predict the reaction product. The product is: [NH2:1][C:2]1[S:3][CH:4]=[C:5]([CH2:7][NH:8][C:9]2[N:10]=[C:11]([CH3:17])[N:12]=[C:13]([NH:19][NH2:20])[C:14]=2[F:15])[N:6]=1. (5) Given the reactants [Li+].[Cl-].FC(F)(F)S(O[C:9]1[CH2:10][CH2:11][N:12]([C:15]([O:17][C:18]([CH3:21])([CH3:20])[CH3:19])=[O:16])[CH2:13][CH:14]=1)(=O)=O.[F:24][C:25]([F:37])([F:36])[O:26][C:27]1[CH:32]=[CH:31][C:30](B(O)O)=[CH:29][CH:28]=1.C([O-])([O-])=O.[Na+].[Na+], predict the reaction product. The product is: [F:24][C:25]([F:36])([F:37])[O:26][C:27]1[CH:32]=[CH:31][C:30]([C:9]2[CH2:10][CH2:11][N:12]([C:15]([O:17][C:18]([CH3:19])([CH3:20])[CH3:21])=[O:16])[CH2:13][CH:14]=2)=[CH:29][CH:28]=1. (6) Given the reactants [C:1]([N:4]1[C:13]2[C:8](=[CH:9][C:10]([C:14]3[CH:19]=[CH:18][C:17]([CH2:20][C:21]([O:23]CC)=[O:22])=[CH:16][CH:15]=3)=[CH:11][CH:12]=2)[C@H:7]([NH:26][C:27]([O:29][CH:30]([CH3:32])[CH3:31])=[O:28])[CH2:6][C@@H:5]1[CH3:33])(=[O:3])[CH3:2].O.[OH-].[Na+], predict the reaction product. The product is: [C:1]([N:4]1[C:13]2[C:8](=[CH:9][C:10]([C:14]3[CH:19]=[CH:18][C:17]([CH2:20][C:21]([OH:23])=[O:22])=[CH:16][CH:15]=3)=[CH:11][CH:12]=2)[C@H:7]([NH:26][C:27]([O:29][CH:30]([CH3:32])[CH3:31])=[O:28])[CH2:6][C@@H:5]1[CH3:33])(=[O:3])[CH3:2].